This data is from Full USPTO retrosynthesis dataset with 1.9M reactions from patents (1976-2016). The task is: Predict the reactants needed to synthesize the given product. (1) Given the product [CH3:1][O:2][C:3](=[O:12])[CH2:4][C:5]1[CH:10]=[CH:9][C:8]([O:14][CH2:23][C:22]([O:21][CH2:19][CH3:20])=[O:25])=[CH:7][CH:6]=1, predict the reactants needed to synthesize it. The reactants are: [CH3:1][O:2][C:3](=[O:12])[CH:4](O)[C:5]1[CH:10]=[CH:9][CH:8]=[CH:7][CH:6]=1.C(=O)([O-])[O-:14].[K+].[K+].[CH2:19]([O:21][C:22](=[O:25])[CH2:23]Br)[CH3:20]. (2) Given the product [CH2:1]([O:8][C:9]([N:11]1[CH2:16][CH2:15][N:14]([C@H:17]([CH2:29][O:30][C:36](=[O:37])[NH:35][CH2:33][CH3:34])[CH2:18][CH2:19][N:20]2[CH2:27][CH2:26][C:23]3([CH2:25][CH2:24]3)[C@H:22]([OH:28])[CH2:21]2)[C:13](=[O:31])[C@@H:12]1[CH3:32])=[O:10])[C:2]1[CH:3]=[CH:4][CH:5]=[CH:6][CH:7]=1, predict the reactants needed to synthesize it. The reactants are: [CH2:1]([O:8][C:9]([N:11]1[CH2:16][CH2:15][N:14]([C@H:17]([CH2:29][OH:30])[CH2:18][CH2:19][N:20]2[CH2:27][CH2:26][C:23]3([CH2:25][CH2:24]3)[C@H:22]([OH:28])[CH2:21]2)[C:13](=[O:31])[C@@H:12]1[CH3:32])=[O:10])[C:2]1[CH:7]=[CH:6][CH:5]=[CH:4][CH:3]=1.[CH2:33]([N:35]=[C:36]=[O:37])[CH3:34].